This data is from Reaction yield outcomes from USPTO patents with 853,638 reactions. The task is: Predict the reaction yield, written as a fraction of the theoretical maximum amount of product (1.0 means a 100% yield; for example, 0.34 means a 34% yield). (1) The reactants are [F:1][C:2]1[CH:27]=[CH:26][C:5]([CH2:6][C:7]2[C:16]([O:17]C)=[CH:15][CH:14]=[C:13]3[C:8]=2[C:9](=[O:25])[N:10]([CH2:21][CH2:22][CH2:23][OH:24])[C:11](=[O:20])[N:12]3[CH3:19])=[CH:4][CH:3]=1.B(Br)(Br)Br.C([O-])(O)=O.[Na+]. The catalyst is C(Cl)Cl. The product is [F:1][C:2]1[CH:3]=[CH:4][C:5]([CH2:6][C:7]2[C:16]([OH:17])=[CH:15][CH:14]=[C:13]3[C:8]=2[C:9](=[O:25])[N:10]([CH2:21][CH2:22][CH2:23][OH:24])[C:11](=[O:20])[N:12]3[CH3:19])=[CH:26][CH:27]=1. The yield is 0.519. (2) The reactants are [F:1][C:2]1[CH:10]=[CH:9][C:8]([CH2:11][C:12]2[C:21]3[C:16](=[CH:17][CH:18]=[CH:19][CH:20]=3)[C:15](=[O:22])[NH:14][N:13]=2)=[CH:7][C:3]=1[C:4]([OH:6])=O.CN(C(ON1N=NC2C=CC=CC1=2)=[N+](C)C)C.F[P-](F)(F)(F)(F)F.C(N(C(C)C)C(C)C)C.[N:56]1([C:62](=[O:71])[CH2:63][O:64][CH:65]2[CH2:70][CH2:69][NH:68][CH2:67][CH2:66]2)[CH2:61][CH2:60][CH2:59][CH2:58][CH2:57]1. The catalyst is CC(N(C)C)=O. The product is [F:1][C:2]1[CH:10]=[CH:9][C:8]([CH2:11][C:12]2[C:21]3[C:16](=[CH:17][CH:18]=[CH:19][CH:20]=3)[C:15](=[O:22])[NH:14][N:13]=2)=[CH:7][C:3]=1[C:4]([N:68]1[CH2:69][CH2:70][CH:65]([O:64][CH2:63][C:62](=[O:71])[N:56]2[CH2:57][CH2:58][CH2:59][CH2:60][CH2:61]2)[CH2:66][CH2:67]1)=[O:6]. The yield is 0.890. (3) The yield is 0.340. The reactants are [F:1][C:2]([F:7])([F:6])[C:3]([OH:5])=[O:4].[CH2:8]([S:10]([N:13]1[CH2:18][CH2:17][CH:16]([C:19]2[C:27]3[C:22](=[C:23]([C:40]([NH2:42])=[O:41])[CH:24]=[C:25]([C:28]4[CH:29]=[N:30][N:31]([CH2:33][CH2:34][N:35]5[CH2:39][CH2:38][CH2:37][CH2:36]5)[CH:32]=4)[CH:26]=3)[NH:21][CH:20]=2)[CH2:15][CH2:14]1)(=[O:12])=[O:11])[CH3:9].N1CC[O:46]CC1.N1CCCC1. The product is [F:1][C:2]([F:7])([F:6])[C:3]([OH:5])=[O:4].[CH2:8]([S:10]([N:13]1[CH2:14][CH2:15][CH:16]([C:19]2[C:27]3[C:22](=[C:23]([C:40]([NH2:42])=[O:41])[CH:24]=[C:25]([C:28]4[CH:29]=[N:30][N:31]([CH2:33][CH2:34][N:35]5[CH2:36][CH2:37][O:46][CH2:38][CH2:39]5)[CH:32]=4)[CH:26]=3)[NH:21][CH:20]=2)[CH2:17][CH2:18]1)(=[O:12])=[O:11])[CH3:9]. No catalyst specified. (4) The yield is 0.610. The product is [CH3:13][O:14][C:15]1[CH:23]=[CH:22][C:18]([C:19]([O:21][CH2:27][CH2:26][CH2:25][Br:24])=[O:20])=[CH:17][CH:16]=1. The reactants are Cl.CN(C)CCCN=C=NCC.[CH3:13][O:14][C:15]1[CH:23]=[CH:22][C:18]([C:19]([OH:21])=[O:20])=[CH:17][CH:16]=1.[Br:24][CH2:25][CH2:26][CH2:27]O. The catalyst is CN(C)C1C=CN=CC=1.ClCCl. (5) The reactants are C([O:3][C:4](=O)[CH2:5][O:6][C@@H:7]([C:21]1[CH:26]=[CH:25][CH:24]=[C:23]([F:27])[CH:22]=1)[C@@H:8]1[CH2:13][CH2:12][CH2:11][N:10]([C:14]([O:16][C:17]([CH3:20])([CH3:19])[CH3:18])=[O:15])[CH2:9]1)C.[BH4-].[Na+]. The catalyst is CO. The product is [F:27][C:23]1[CH:22]=[C:21]([C@H:7]([O:6][CH2:5][CH2:4][OH:3])[C@@H:8]2[CH2:13][CH2:12][CH2:11][N:10]([C:14]([O:16][C:17]([CH3:19])([CH3:20])[CH3:18])=[O:15])[CH2:9]2)[CH:26]=[CH:25][CH:24]=1. The yield is 0.410. (6) The reactants are [O:1]1[C:5]2([CH2:10][CH2:9][CH:8]([N:11]3[C:16](=[O:17])[C:15]([CH2:18][C:19]4[CH:24]=[CH:23][C:22]([C:25]5[C:26]([C:31]#[N:32])=[CH:27][CH:28]=[CH:29][CH:30]=5)=[C:21]([O:33][CH3:34])[CH:20]=4)=[C:14]([CH2:35][CH2:36][CH3:37])[N:13]4[N:38]=[CH:39][CH:40]=[C:12]34)[CH2:7][CH2:6]2)[O:4][CH2:3][CH2:2]1.Cl.[OH-:42].[Na+].O1CC[CH2:46][CH2:45]1. The catalyst is C(OCC)(=O)C. The product is [C:31]([C:26]1[CH:27]=[CH:28][CH:29]=[CH:30][C:25]=1[C:22]1[CH:23]=[CH:24][C:19]([CH2:18][C:15]2[C:16](=[O:17])[N:11]([C@H:8]3[CH2:7][CH2:6][C@H:5]([O:4][CH2:3][C:2]([O:1][CH2:45][CH3:46])=[O:42])[CH2:10][CH2:9]3)[C:12]3[N:13]([N:38]=[CH:39][CH:40]=3)[C:14]=2[CH2:35][CH2:36][CH3:37])=[CH:20][C:21]=1[O:33][CH3:34])#[N:32]. The yield is 0.530. (7) The reactants are [C:1]([O:5][C:6]([N:8]1[CH2:17][CH2:16][C:15]2[C:10](=[CH:11][CH:12]=[C:13]([O:18][CH3:19])[CH:14]=2)[CH:9]1[C:20](O)=[O:21])=[O:7])([CH3:4])([CH3:3])[CH3:2].[F:23][C:24]1[CH:25]=[C:26]([CH:28]=[C:29]([F:37])[C:30]=1[C:31]([CH3:36])([CH3:35])[CH2:32][O:33][CH3:34])[NH2:27].CCN(C(C)C)C(C)C.C(P1(=O)OP(CCC)(=O)OP(CCC)(=O)O1)CC. The catalyst is CN(C1C=CN=CC=1)C.C(OCC)(=O)C.O. The product is [F:23][C:24]1[CH:25]=[C:26]([NH:27][C:20]([CH:9]2[C:10]3[C:15](=[CH:14][C:13]([O:18][CH3:19])=[CH:12][CH:11]=3)[CH2:16][CH2:17][N:8]2[C:6]([O:5][C:1]([CH3:4])([CH3:3])[CH3:2])=[O:7])=[O:21])[CH:28]=[C:29]([F:37])[C:30]=1[C:31]([CH3:35])([CH3:36])[CH2:32][O:33][CH3:34]. The yield is 0.399. (8) The reactants are [F-].[K+].[Br:3][C:4]1[CH:5]=[CH:6][C:7](I)=[C:8]([CH3:10])[CH:9]=1.C[Si](C)(C)[CH:14]=[CH2:15]. The catalyst is [N+](CCCC)(CCCC)(CCCC)CCCC.[Cl-].C1C=CC(/C=C/C(/C=C/C2C=CC=CC=2)=O)=CC=1.C1C=CC(/C=C/C(/C=C/C2C=CC=CC=2)=O)=CC=1.[Pd].C1(C)C=CC=CC=1. The product is [Br:3][C:4]1[CH:5]=[CH:6][C:7]([CH:14]=[CH2:15])=[C:8]([CH3:10])[CH:9]=1. The yield is 0.760.